From a dataset of Experimental lipophilicity measurements (octanol/water distribution) for 4,200 compounds from AstraZeneca. Regression/Classification. Given a drug SMILES string, predict its absorption, distribution, metabolism, or excretion properties. Task type varies by dataset: regression for continuous measurements (e.g., permeability, clearance, half-life) or binary classification for categorical outcomes (e.g., BBB penetration, CYP inhibition). For this dataset (lipophilicity_astrazeneca), we predict Y. (1) The compound is N#Cc1ccc(C(=O)N2CCC3(CC2)N=C(N)c2c(F)ccc(F)c2N3)cc1. The Y is 0.860 logD. (2) The molecule is Cc1ccccc1CCOCCCS(=O)(=O)CCNCCc1ccc(O)c2nc(O)sc12. The Y is 2.84 logD. (3) The compound is Cc1ccc(-c2cc(C(F)(F)F)n[nH]2)cc1NC(=O)c1ccc(OCc2ccccn2)cc1. The Y is 2.44 logD. (4) The molecule is COc1ccc(Cl)c(C(=O)NCC23CC4CC(CC(C4)C2)C3)c1. The Y is 4.39 logD. (5) The molecule is COc1cc2ncnc(Nc3cccc(O)c3)c2cc1OC. The Y is 2.60 logD. (6) The molecule is O=C(c1ccc(-c2nn[nH]n2)cc1)N1CCC(N2CCC(Oc3ccc(Cl)c(Cl)c3)CC2)CC1. The Y is 1.53 logD. (7) The compound is CC(C)(O)c1ccccc1CC[C@@H](SCC1(CC(=O)O)CC1)c1cccc(/C=C/c2ccc3ccc(Cl)cc3n2)c1. The Y is 3.45 logD. (8) The molecule is Cc1c(Cl)ccc(OC2CCN(CC3CCN([C@@H](Cc4ccc(F)cc4)C(=O)O)CC3)CC2)c1Cl. The Y is 3.15 logD. (9) The molecule is Oc1ccc(-c2nc3ccc(O)cc3o2)cc1. The Y is 3.30 logD. (10) The molecule is CNS(=O)(=O)c1ccc(Nc2nccc(-c3cnc4cccnn34)n2)cc1. The Y is 2.80 logD.